From a dataset of CYP2C9 inhibition data for predicting drug metabolism from PubChem BioAssay. Regression/Classification. Given a drug SMILES string, predict its absorption, distribution, metabolism, or excretion properties. Task type varies by dataset: regression for continuous measurements (e.g., permeability, clearance, half-life) or binary classification for categorical outcomes (e.g., BBB penetration, CYP inhibition). Dataset: cyp2c9_veith. (1) The compound is CCNc1ncc2nc(-c3ccc(F)cc3)c(=O)n(CCc3ccccc3)c2n1. The result is 0 (non-inhibitor). (2) The drug is CC1=C/C(=C(/c2ccc(O)c(C)c2)c2ccccc2C(=O)O)C=CC1=O. The result is 1 (inhibitor). (3) The drug is CCCC(=O)N1c2ccccc2C(N(C(C)=O)c2ccccc2)CC1C. The result is 1 (inhibitor). (4) The compound is N[C@H](Cc1cccc(-c2ccccc2CP(=O)(O)O)c1)C(=O)O. The result is 0 (non-inhibitor). (5) The drug is COc1ccc2c(c1OC)C(=O)O[C@@H]2[C@H]1c2c(cc3c(c2OC)OCO3)CCN1C. The result is 1 (inhibitor). (6) The compound is O=C(O)[C@H]1C[C@@H](C(=O)O)[C@@H](C(=O)O)[C@@H]1C(=O)O. The result is 0 (non-inhibitor). (7) The molecule is O=C(N/N=C\c1ccc(Sc2ccccn2)o1)c1cccc(Br)c1. The result is 1 (inhibitor).